Dataset: Reaction yield outcomes from USPTO patents with 853,638 reactions. Task: Predict the reaction yield, written as a fraction of the theoretical maximum amount of product (1.0 means a 100% yield; for example, 0.34 means a 34% yield). The reactants are [Si:1]([O:8][CH2:9][C@@H:10]([NH:16]C(=O)OC(C)(C)C)[C:11]([CH2:14][CH3:15])=[CH:12][CH3:13])([C:4]([CH3:7])([CH3:6])[CH3:5])([CH3:3])[CH3:2].[Si](OC[C@@H](NC(=O)OC(C)(C)C)/C(/CC)=C/C)(C(C)(C)C)(C)C. The catalyst is C(Cl)Cl.[Br-].[Zn+2].[Br-]. The product is [Si:1]([O:8][CH2:9][C@@H:10]([NH2:16])[C:11]([CH2:14][CH3:15])=[CH:12][CH3:13])([C:4]([CH3:6])([CH3:7])[CH3:5])([CH3:3])[CH3:2]. The yield is 1.00.